This data is from Forward reaction prediction with 1.9M reactions from USPTO patents (1976-2016). The task is: Predict the product of the given reaction. (1) Given the reactants [NH2:1][C:2]1[C:10]2[C:5](=[CH:6][CH:7]=[CH:8][C:9]=2[F:11])[C:4]([C:19]2[CH:20]=[C:21]([CH:28]([F:30])[F:29])[C:22](=[O:27])[N:23]([CH2:25][CH3:26])[CH:24]=2)([C:12]2[CH:17]=[CH:16][CH:15]=[C:14](Br)[CH:13]=2)[N:3]=1.[F:31][C:32]1[CH:33]=[C:34](B(O)O)[CH:35]=[N:36][CH:37]=1.C(=O)([O-])[O-].[Cs+].[Cs+], predict the reaction product. The product is: [NH2:1][C:2]1[C:10]2[C:5](=[CH:6][CH:7]=[CH:8][C:9]=2[F:11])[C:4]([C:19]2[CH:20]=[C:21]([CH:28]([F:30])[F:29])[C:22](=[O:27])[N:23]([CH2:25][CH3:26])[CH:24]=2)([C:12]2[CH:17]=[CH:16][CH:15]=[C:14]([C:34]3[CH:35]=[N:36][CH:37]=[C:32]([F:31])[CH:33]=3)[CH:13]=2)[N:3]=1. (2) Given the reactants [NH2:1][C:2]1[C:7]([CH:8]([CH3:10])[CH3:9])=[CH:6][C:5]([OH:11])=[CH:4][C:3]=1[CH:12]([CH3:14])[CH3:13].CN(C)C1C=CC=CC=1.Cl[C:25]([O:27][C:28]1[CH:33]=[CH:32][CH:31]=[CH:30][CH:29]=1)=[O:26], predict the reaction product. The product is: [CH:12]([C:3]1[CH:4]=[C:5]([OH:11])[CH:6]=[C:7]([CH:8]([CH3:9])[CH3:10])[C:2]=1[NH:1][C:25](=[O:26])[O:27][C:28]1[CH:33]=[CH:32][CH:31]=[CH:30][CH:29]=1)([CH3:14])[CH3:13].